From a dataset of Forward reaction prediction with 1.9M reactions from USPTO patents (1976-2016). Predict the product of the given reaction. Given the reactants O=[C:2]1[O:6][C:5]([CH2:7][CH:8]([C:14]2[CH:21]=[CH:20][C:17]([C:18]#[N:19])=[C:16]([C:22]([F:25])([F:24])[F:23])[CH:15]=2)[NH:9][C:10]([F:13])([F:12])[F:11])=[N:4][NH:3]1.[NH:26]1[CH2:31][CH2:30][O:29][CH2:28][CH2:27]1, predict the reaction product. The product is: [N:26]1([C:2]2[O:6][C:5]([CH2:7][CH:8]([C:14]3[CH:21]=[CH:20][C:17]([C:18]#[N:19])=[C:16]([C:22]([F:24])([F:25])[F:23])[CH:15]=3)[NH:9][C:10]([F:13])([F:11])[F:12])=[N:4][N:3]=2)[CH2:31][CH2:30][O:29][CH2:28][CH2:27]1.